Dataset: Forward reaction prediction with 1.9M reactions from USPTO patents (1976-2016). Task: Predict the product of the given reaction. (1) Given the reactants CN(C)C=O.C(N(CC)CC)C.[C:13]([C:17]#[CH:18])([CH3:16])([CH3:15])[CH3:14].[CH2:19]([N:21]([CH3:32])[CH:22]=[N:23][C:24]1[CH:29]=[CH:28][C:27](I)=[CH:26][C:25]=1[CH3:31])[CH3:20], predict the reaction product. The product is: [CH2:19]([N:21]([CH3:32])[CH:22]=[N:23][C:24]1[CH:29]=[CH:28][C:27]([C:18]#[C:17][C:13]([CH3:16])([CH3:15])[CH3:14])=[CH:26][C:25]=1[CH3:31])[CH3:20]. (2) Given the reactants [Br:1][C:2]1[CH:6]=[CH:5][O:4][C:3]=1[C:7]([O:9]CC)=O.[CH3:12][C:13]([CH3:15])=[O:14].CC(C)([O-])C.[K+].C(O)(=O)C, predict the reaction product. The product is: [Br:1][C:2]1[CH:6]=[CH:5][O:4][C:3]=1[C:7](=[O:9])[CH2:12][C:13](=[O:14])[CH3:15]. (3) The product is: [O:24]1[C:28]([C:29]2[S:33][C:32]([S:34]([NH:1][C:2]3[CH:7]=[N:6][CH:5]=[C:4]([C:8]4[S:12][C:11]([C:13]5[CH:14]=[C:15]6[C:19](=[CH:20][CH:21]=5)[C:18](=[O:22])[N:17]([CH3:23])[CH2:16]6)=[CH:10][CH:9]=4)[CH:3]=3)(=[O:36])=[O:35])=[CH:31][CH:30]=2)=[CH:27][CH:26]=[N:25]1. Given the reactants [NH2:1][C:2]1[CH:3]=[C:4]([C:8]2[S:12][C:11]([C:13]3[CH:14]=[C:15]4[C:19](=[CH:20][CH:21]=3)[C:18](=[O:22])[N:17]([CH3:23])[CH2:16]4)=[CH:10][CH:9]=2)[CH:5]=[N:6][CH:7]=1.[O:24]1[C:28]([C:29]2[S:33][C:32]([S:34](Cl)(=[O:36])=[O:35])=[CH:31][CH:30]=2)=[CH:27][CH:26]=[N:25]1, predict the reaction product. (4) Given the reactants [Cl:1][C:2]1[CH:21]=[C:20]([N+:22]([O-])=O)[CH:19]=[CH:18][C:3]=1[O:4][C:5]1[CH:6]=[C:7]([C:11](=[O:17])[CH2:12][C:13]([CH3:16])([CH3:15])[CH3:14])[CH:8]=[CH:9][CH:10]=1, predict the reaction product. The product is: [NH2:22][C:20]1[CH:19]=[CH:18][C:3]([O:4][C:5]2[CH:6]=[C:7]([C:11](=[O:17])[CH2:12][C:13]([CH3:15])([CH3:16])[CH3:14])[CH:8]=[CH:9][CH:10]=2)=[C:2]([Cl:1])[CH:21]=1. (5) The product is: [O:24]=[C:4]1[C:5]2([C:23]3[C:14](=[CH:15][C:16]4[O:21][CH2:20][CH2:19][O:18][C:17]=4[CH:22]=3)[O:13][CH2:12]2)[C:6]2[C:11](=[CH:10][CH:9]=[CH:8][CH:7]=2)[N:3]1[C:26]([O:28][CH2:29][CH3:30])=[O:27]. Given the reactants [H-].[Na+].[NH:3]1[C:11]2[C:6](=[CH:7][CH:8]=[CH:9][CH:10]=2)[C:5]2([C:23]3[C:14](=[CH:15][C:16]4[O:21][CH2:20][CH2:19][O:18][C:17]=4[CH:22]=3)[O:13][CH2:12]2)[C:4]1=[O:24].Cl[C:26]([O:28][CH2:29][CH3:30])=[O:27], predict the reaction product. (6) Given the reactants [OH:1][CH2:2][CH2:3][C:4]1[CH:9]=[CH:8][C:7]([CH2:10][CH:11]([O:17][CH:18]([CH3:20])[CH3:19])[C:12]([O:14]CC)=[O:13])=[CH:6][CH:5]=1.[CH3:21][O:22][C:23]1[CH:28]=[CH:27][C:26]([N:29]=[C:30]=[O:31])=[CH:25][CH:24]=1, predict the reaction product. The product is: [CH:18]([O:17][CH:11]([CH2:10][C:7]1[CH:6]=[CH:5][C:4]([CH2:3][CH2:2][O:1][C:30](=[O:31])[NH:29][C:26]2[CH:25]=[CH:24][C:23]([O:22][CH3:21])=[CH:28][CH:27]=2)=[CH:9][CH:8]=1)[C:12]([OH:14])=[O:13])([CH3:19])[CH3:20]. (7) Given the reactants [CH3:1][N:2]1[C:7](=[O:8])[CH:6]=[CH:5][C:4]([C:9]2[CH:14]=[CH:13][C:12](=O)[NH:11][C:10]=2[C:16]2[CH:21]=[CH:20][CH:19]=[CH:18][CH:17]=2)=[N:3]1.ICC([NH2:26])=O.C([O-])([O-])=O.[K+].[K+].O, predict the reaction product. The product is: [NH2:26][C:12]1[N:11]=[C:10]([C:16]2[CH:21]=[CH:20][CH:19]=[CH:18][CH:17]=2)[C:9]([C:4]2[CH:5]=[CH:6][C:7](=[O:8])[N:2]([CH3:1])[N:3]=2)=[CH:14][CH:13]=1.